This data is from Full USPTO retrosynthesis dataset with 1.9M reactions from patents (1976-2016). The task is: Predict the reactants needed to synthesize the given product. (1) Given the product [CH2:1]([C:4]1([CH3:14])[C:9](=[O:10])[N:8]([CH3:11])[C:7](=[O:12])[N:6]([CH2:20][C:21](=[O:22])[C:23]2[CH:28]=[CH:27][CH:26]=[CH:25][CH:24]=2)[C:5]1=[O:13])[CH:2]=[CH2:3], predict the reactants needed to synthesize it. The reactants are: [CH2:1]([C:4]1([CH3:14])[C:9](=[O:10])[N:8]([CH3:11])[C:7](=[O:12])[NH:6][C:5]1=[O:13])[CH:2]=[CH2:3].N#N.[H-].[Na+].Br[CH2:20][C:21]([C:23]1[CH:28]=[CH:27][CH:26]=[CH:25][CH:24]=1)=[O:22]. (2) Given the product [CH2:1]([C@@H:8]1[CH2:12][O:11][C:10](=[O:13])[N:9]1[C:14]([C@@H:15]([CH2:16][CH2:17][CH2:18][O:19][CH2:20][C:21]1[CH:26]=[CH:25][CH:24]=[CH:23][CH:22]=1)[CH2:39][C:40]([O:42][C:43]([CH3:46])([CH3:45])[CH3:44])=[O:41])=[O:27])[C:2]1[CH:3]=[CH:4][CH:5]=[CH:6][CH:7]=1, predict the reactants needed to synthesize it. The reactants are: [CH2:1]([C@@H:8]1[CH2:12][O:11][C:10](=[O:13])[N:9]1[C:14](=[O:27])[CH2:15][CH2:16][CH2:17][CH2:18][O:19][CH2:20][C:21]1[CH:26]=[CH:25][CH:24]=[CH:23][CH:22]=1)[C:2]1[CH:7]=[CH:6][CH:5]=[CH:4][CH:3]=1.C[Si](C)(C)[N-][Si](C)(C)C.[Na+].Br[CH2:39][C:40]([O:42][C:43]([CH3:46])([CH3:45])[CH3:44])=[O:41].CN(C)CCNC.Cl. (3) Given the product [Cl:30][C:27]1[CH:28]=[C:29]2[NH:21][C:22](=[O:39])[C:23]3([CH:31]([C:32]4[CH:37]=[CH:36][CH:35]=[C:34]([Cl:38])[CH:33]=4)[CH2:11][C:9](=[O:10])[NH:8][CH:7]3[C:1]3[CH:6]=[CH:5][CH:4]=[CH:3][CH:2]=3)[C:24]2=[CH:25][CH:26]=1, predict the reactants needed to synthesize it. The reactants are: [C:1]1([CH:7]=[N:8][C:9]([O:11][Si](C)(C)C)=[CH2:10])[CH:6]=[CH:5][CH:4]=[CH:3][CH:2]=1.C(OC([N:21]1[C:29]2[C:24](=[CH:25][CH:26]=[C:27]([Cl:30])[CH:28]=2)/[C:23](=[CH:31]/[C:32]2[CH:37]=[CH:36][CH:35]=[C:34]([Cl:38])[CH:33]=2)/[C:22]1=[O:39])=O)C.CO.[OH-].[Na+]. (4) Given the product [NH2:55][C@:39]12[CH2:51][CH2:50][C@@H:49]([C:52]([CH3:54])=[CH2:53])[C@@H:40]1[C@@H:41]1[C@@:36]([CH3:56])([CH2:37][CH2:38]2)[C@@:35]2([CH3:57])[C@@H:44]([C@:45]3([CH3:48])[C@@H:32]([CH2:33][CH2:34]2)[C:31]([CH3:58])([CH3:59])[C:30]([CH2:5][CH2:4][CH2:3][CH2:2][C:1]([O:7][CH3:8])=[O:6])=[CH:47][CH2:46]3)[CH2:43][CH2:42]1, predict the reactants needed to synthesize it. The reactants are: [C:1]([O:7][CH3:8])(=[O:6])[CH2:2][CH2:3][CH:4]=[CH2:5].B1C2CCCC1CCC2.P(=O)(O)(O)O.[K].FC(F)(F)S(O[C:30]1[C:31]([CH3:59])([CH3:58])[C@H:32]2[C@:45]([CH3:48])([CH2:46][CH:47]=1)[C@@H:44]1[C@:35]([CH3:57])([C@@:36]3([CH3:56])[C@H:41]([CH2:42][CH2:43]1)[C@H:40]1[C@H:49]([C:52]([CH3:54])=[CH2:53])[CH2:50][CH2:51][C@:39]1([NH2:55])[CH2:38][CH2:37]3)[CH2:34][CH2:33]2)(=O)=O.C1(C)C=CC=CC=1. (5) Given the product [NH2:11][C:8]1[CH:9]=[C:10]2[C:5](=[CH:6][C:7]=1[N+:15]([O-:17])=[O:16])[N:4]([CH2:21][CH2:22][CH2:23][O:24][CH2:25][C:26]1[CH:31]=[CH:30][CH:29]=[CH:28][CH:27]=1)[C:3](=[O:18])[C:2]2([CH3:1])[CH3:19], predict the reactants needed to synthesize it. The reactants are: [CH3:1][C:2]1([CH3:19])[C:10]2[C:5](=[CH:6][C:7]([N+:15]([O-:17])=[O:16])=[C:8]([NH:11]C(=O)C)[CH:9]=2)[NH:4][C:3]1=[O:18].Br[CH2:21][CH2:22][CH2:23][O:24][CH2:25][C:26]1[CH:31]=[CH:30][CH:29]=[CH:28][CH:27]=1.C([O-])([O-])=O.[K+].[K+].